From a dataset of Reaction yield outcomes from USPTO patents with 853,638 reactions. Predict the reaction yield, written as a fraction of the theoretical maximum amount of product (1.0 means a 100% yield; for example, 0.34 means a 34% yield). (1) The reactants are C[Si]([N-][Si](C)(C)C)(C)C.[Na+].[NH2:11][C:12]1[N:16](C(OC(C)(C)C)=O)[N:15]=[C:14]([O:24][CH2:25][C:26]2[CH:31]=[C:30]([O:32][CH3:33])[CH:29]=[C:28]([O:34][CH3:35])[CH:27]=2)[CH:13]=1.[CH3:36][N:37]1[CH2:42][CH2:41][N:40]([C:43]2[N:48]=[CH:47][C:46]([C:49](OC)=[O:50])=[CH:45][N:44]=2)[CH2:39][CH2:38]1.[NH4+].[Cl-]. The catalyst is C1COCC1.O. The product is [CH3:33][O:32][C:30]1[CH:31]=[C:26]([CH2:25][O:24][C:14]2[NH:15][N:16]=[C:12]([NH:11][C:49]([C:46]3[CH:47]=[N:48][C:43]([N:40]4[CH2:41][CH2:42][N:37]([CH3:36])[CH2:38][CH2:39]4)=[N:44][CH:45]=3)=[O:50])[CH:13]=2)[CH:27]=[C:28]([O:34][CH3:35])[CH:29]=1. The yield is 0.140. (2) The reactants are [C:1]1([C:7]2[CH:8]=[CH:9][C:10]([C:13]([NH:15][CH2:16][C:17]([OH:19])=O)=[O:14])=[N:11][CH:12]=2)[CH:6]=[CH:5][CH:4]=[CH:3][CH:2]=1.CCN(C(C)C)C(C)C.C1C=CC2N(O)N=NC=2C=1.CCN=C=NCCCN(C)C.Cl.Cl.[Cl:52][C:53]1[CH:65]=[CH:64][C:63]([F:66])=[CH:62][C:54]=1[O:55][CH:56]1[CH2:61][CH2:60][NH:59][CH2:58][CH2:57]1. The catalyst is CN(C=O)C.O. The product is [Cl:52][C:53]1[CH:65]=[CH:64][C:63]([F:66])=[CH:62][C:54]=1[O:55][CH:56]1[CH2:57][CH2:58][N:59]([C:17](=[O:19])[CH2:16][NH:15][C:13]([C:10]2[CH:9]=[CH:8][C:7]([C:1]3[CH:2]=[CH:3][CH:4]=[CH:5][CH:6]=3)=[CH:12][N:11]=2)=[O:14])[CH2:60][CH2:61]1. The yield is 0.540. (3) The catalyst is O1CCCC1. The product is [C:1]([O:5][C:6](=[O:26])[C:7]1[CH:12]=[CH:11][C:10]([N:31]2[CH2:32][CH2:33][N:28]([CH3:27])[CH2:29][CH2:30]2)=[CH:9][C:8]=1[N:14]([C@@H:21]([CH3:25])[CH2:22][O:23][CH3:24])[C:15](=[O:20])[C:16]([F:19])([F:18])[F:17])([CH3:4])([CH3:3])[CH3:2]. The yield is 0.840. The reactants are [C:1]([O:5][C:6](=[O:26])[C:7]1[CH:12]=[CH:11][C:10](F)=[CH:9][C:8]=1[N:14]([C@@H:21]([CH3:25])[CH2:22][O:23][CH3:24])[C:15](=[O:20])[C:16]([F:19])([F:18])[F:17])([CH3:4])([CH3:3])[CH3:2].[CH3:27][N:28]1[CH2:33][CH2:32][NH:31][CH2:30][CH2:29]1. (4) The reactants are [CH3:1][N:2]([CH2:6][CH2:7][OH:8])[CH2:3][CH2:4][OH:5].C(N(CC)CC)C.Cl[C:17](Cl)([O:19]C(=O)OC(Cl)(Cl)Cl)Cl.C(OCC)C. The catalyst is O1CCCC1. The product is [CH3:1][N:2]1[CH2:6][CH2:7][O:8][C:17](=[O:19])[O:5][CH2:4][CH2:3]1. The yield is 0.850. (5) The reactants are [F:1][C:2]([F:33])([F:32])[C:3]([C:12]1[CH:28]=[CH:27][C:15]([O:16][C:17]2[CH:22]=[CH:21][C:20]([CH:23]([OH:25])[CH3:24])=[CH:19][C:18]=2[I:26])=[C:14]([CH2:29][CH2:30][CH3:31])[CH:13]=1)([O:8][CH2:9][O:10][CH3:11])[C:4]([F:7])([F:6])[F:5]. The catalyst is ClCCl.[O-2].[O-2].[Mn+4]. The product is [F:33][C:2]([F:1])([F:32])[C:3]([C:12]1[CH:28]=[CH:27][C:15]([O:16][C:17]2[CH:22]=[CH:21][C:20]([C:23](=[O:25])[CH3:24])=[CH:19][C:18]=2[I:26])=[C:14]([CH2:29][CH2:30][CH3:31])[CH:13]=1)([O:8][CH2:9][O:10][CH3:11])[C:4]([F:7])([F:6])[F:5]. The yield is 0.600. (6) The reactants are [CH3:1][O:2][C:3]1[CH:4]=[C:5]2[C:10](=[CH:11][C:12]=1[O:13][CH3:14])[N:9]=[CH:8][N:7]=[C:6]2[O:15][C:16]1[CH:22]=[CH:21][C:19]([NH2:20])=[CH:18][CH:17]=1.C(N(CC)CC)C.Cl[C:31](Cl)([O:33]C(=O)OC(Cl)(Cl)Cl)Cl.[O:42]1[CH2:47][CH2:46][N:45]([CH2:48][CH2:49][NH2:50])[CH2:44][CH2:43]1. The catalyst is C(Cl)(Cl)Cl.O. The product is [CH3:1][O:2][C:3]1[CH:4]=[C:5]2[C:10](=[CH:11][C:12]=1[O:13][CH3:14])[N:9]=[CH:8][N:7]=[C:6]2[O:15][C:16]1[CH:22]=[CH:21][C:19]([NH:20][C:31]([NH:50][CH2:49][CH2:48][N:45]2[CH2:46][CH2:47][O:42][CH2:43][CH2:44]2)=[O:33])=[CH:18][CH:17]=1. The yield is 0.270. (7) The reactants are [Cl:1][CH2:2][CH2:3][CH2:4][C:5](Cl)=[O:6].[C:8]([N:11]1[CH2:16][CH2:15][NH:14][CH2:13][CH2:12]1)(=[O:10])[CH3:9].[Cl-].[NH4+].C([O-])([O-])=O.[Na+].[Na+]. The catalyst is C(Cl)Cl. The product is [C:8]([N:11]1[CH2:16][CH2:15][N:14]([C:5](=[O:6])[CH2:4][CH2:3][CH2:2][Cl:1])[CH2:13][CH2:12]1)(=[O:10])[CH3:9]. The yield is 0.860.